From a dataset of Peptide-MHC class I binding affinity with 185,985 pairs from IEDB/IMGT. Regression. Given a peptide amino acid sequence and an MHC pseudo amino acid sequence, predict their binding affinity value. This is MHC class I binding data. (1) The peptide sequence is LDESFLGRY. The MHC is HLA-A24:02 with pseudo-sequence HLA-A24:02. The binding affinity (normalized) is 0. (2) The peptide sequence is GEYRSGNNL. The MHC is HLA-B44:02 with pseudo-sequence HLA-B44:02. The binding affinity (normalized) is 0.0847. (3) The peptide sequence is EVFHCMDIL. The MHC is HLA-A02:01 with pseudo-sequence HLA-A02:01. The binding affinity (normalized) is 0.132. (4) The peptide sequence is LANDYARKI. The MHC is H-2-Kb with pseudo-sequence H-2-Kb. The binding affinity (normalized) is 0.0600. (5) The peptide sequence is GQTGVIADY. The MHC is HLA-B15:01 with pseudo-sequence HLA-B15:01. The binding affinity (normalized) is 0.551. (6) The peptide sequence is HEVHAVWPG. The MHC is HLA-A11:01 with pseudo-sequence HLA-A11:01. The binding affinity (normalized) is 0.0847. (7) The peptide sequence is VTDTALAYF. The MHC is HLA-A02:03 with pseudo-sequence HLA-A02:03. The binding affinity (normalized) is 0.0847. (8) The peptide sequence is QQLYTSPSF. The MHC is HLA-A02:06 with pseudo-sequence HLA-A02:06. The binding affinity (normalized) is 1.00. (9) The peptide sequence is YGPDVEVNV. The MHC is HLA-A03:01 with pseudo-sequence HLA-A03:01. The binding affinity (normalized) is 0.0847. (10) The peptide sequence is ATTHSWIPK. The MHC is HLA-A03:01 with pseudo-sequence HLA-A03:01. The binding affinity (normalized) is 0.379.